Dataset: NCI-60 drug combinations with 297,098 pairs across 59 cell lines. Task: Regression. Given two drug SMILES strings and cell line genomic features, predict the synergy score measuring deviation from expected non-interaction effect. (1) Drug 1: CCC(=C(C1=CC=CC=C1)C2=CC=C(C=C2)OCCN(C)C)C3=CC=CC=C3.C(C(=O)O)C(CC(=O)O)(C(=O)O)O. Drug 2: CC1=C(C(=CC=C1)Cl)NC(=O)C2=CN=C(S2)NC3=CC(=NC(=N3)C)N4CCN(CC4)CCO. Cell line: MCF7. Synergy scores: CSS=5.08, Synergy_ZIP=1.64, Synergy_Bliss=4.65, Synergy_Loewe=-1.69, Synergy_HSA=-1.27. (2) Drug 1: CN(C(=O)NC(C=O)C(C(C(CO)O)O)O)N=O. Drug 2: N.N.Cl[Pt+2]Cl. Cell line: RXF 393. Synergy scores: CSS=8.42, Synergy_ZIP=-1.65, Synergy_Bliss=-3.65, Synergy_Loewe=-48.6, Synergy_HSA=-5.88. (3) Drug 1: CS(=O)(=O)OCCCCOS(=O)(=O)C. Drug 2: C1C(C(OC1N2C=NC3=C2NC=NCC3O)CO)O. Cell line: NCI-H226. Synergy scores: CSS=-0.363, Synergy_ZIP=0.121, Synergy_Bliss=-3.42, Synergy_Loewe=-2.27, Synergy_HSA=-5.85.